Dataset: Forward reaction prediction with 1.9M reactions from USPTO patents (1976-2016). Task: Predict the product of the given reaction. (1) Given the reactants [CH3:1][C:2]1[CH:7]=[CH:6][C:5]([C:8]2[O:12][N:11]=[CH:10][C:9]=2[C:13]([OH:15])=O)=[CH:4][CH:3]=1.CN(C(ON1N=NC2C=CC=CC1=2)=[N+](C)C)C.[B-](F)(F)(F)F.C(N(C(C)C)C(C)C)C.Cl.[F:48][C:49]1[CH:54]=[CH:53][C:52]([C:55]2[CH2:56][NH:57][CH2:58][CH:59]=2)=[CH:51][CH:50]=1, predict the reaction product. The product is: [F:48][C:49]1[CH:50]=[CH:51][C:52]([C:55]2[CH2:56][N:57]([C:13]([C:9]3[CH:10]=[N:11][O:12][C:8]=3[C:5]3[CH:4]=[CH:3][C:2]([CH3:1])=[CH:7][CH:6]=3)=[O:15])[CH2:58][CH:59]=2)=[CH:53][CH:54]=1. (2) Given the reactants [C:1]([O:5][C:6](=[O:31])[NH:7][CH:8]1[CH2:13][CH2:12][CH:11]([NH:14][C:15]2[C:16]3[N:17]([C:21]([C:24]4[CH:29]=[CH:28][CH:27]=[C:26](Br)[N:25]=4)=[CH:22][N:23]=3)[CH:18]=[CH:19][N:20]=2)[CH2:10][CH2:9]1)([CH3:4])([CH3:3])[CH3:2].[Cl:32][C:33]1[CH:34]=[C:35]([CH:38]=[CH:39][CH:40]=1)[CH2:36][NH2:37].CN(C1C(C2C(P(C3CCCCC3)C3CCCCC3)=CC=CC=2)=CC=CC=1)C.CC([O-])(C)C.[Na+], predict the reaction product. The product is: [C:1]([O:5][C:6](=[O:31])[NH:7][CH:8]1[CH2:13][CH2:12][CH:11]([NH:14][C:15]2[C:16]3[N:17]([C:21]([C:24]4[CH:29]=[CH:28][CH:27]=[C:26]([NH:37][CH2:36][C:35]5[CH:38]=[CH:39][CH:40]=[C:33]([Cl:32])[CH:34]=5)[N:25]=4)=[CH:22][N:23]=3)[CH:18]=[CH:19][N:20]=2)[CH2:10][CH2:9]1)([CH3:4])([CH3:3])[CH3:2].